This data is from Full USPTO retrosynthesis dataset with 1.9M reactions from patents (1976-2016). The task is: Predict the reactants needed to synthesize the given product. (1) The reactants are: [F:1][C:2]1[CH:3]=[CH:4][C:5]2[N:9]=[C:8]([CH:10]([CH3:12])[CH3:11])[N:7]([C:13]3[C:21]4[O:20][CH2:19][C@@H:18]([NH:22][C:23]5[CH:35]=[CH:34][C:26]6[C@H:27]([CH2:30][C:31]([OH:33])=[O:32])[CH2:28][O:29][C:25]=6[CH:24]=5)[C:17]=4[CH:16]=[CH:15][CH:14]=3)[C:6]=2[CH:36]=1.[OH-].[Na+:38].C(#N)C. Given the product [F:1][C:2]1[CH:3]=[CH:4][C:5]2[N:9]=[C:8]([CH:10]([CH3:12])[CH3:11])[N:7]([C:13]3[C:21]4[O:20][CH2:19][C@@H:18]([NH:22][C:23]5[CH:35]=[CH:34][C:26]6[C@H:27]([CH2:30][C:31]([O-:33])=[O:32])[CH2:28][O:29][C:25]=6[CH:24]=5)[C:17]=4[CH:16]=[CH:15][CH:14]=3)[C:6]=2[CH:36]=1.[Na+:38], predict the reactants needed to synthesize it. (2) The reactants are: [C:1]([O:5][C:6]([N:8]([CH2:21][CH:22]1[CH2:27][CH2:26][N:25]([C:28](=[O:34])[CH2:29][CH2:30][C:31](O)=[O:32])[CH2:24][CH:23]1[C:35]1[CH:40]=[CH:39][CH:38]=[C:37]([F:41])[CH:36]=1)[C@@H:9]([C:11]1[C:20]2[C:15](=[CH:16][CH:17]=[CH:18][CH:19]=2)[CH:14]=[CH:13][CH:12]=1)[CH3:10])=[O:7])([CH3:4])([CH3:3])[CH3:2].[NH2:42][C:43]1[CH:52]=[CH:51][C:46]([C:47]([O:49][CH3:50])=[O:48])=[CH:45][CH:44]=1.CCN=C=NCCCN(C)C.Cl.C1C=CC2N(O)N=NC=2C=1.C(=O)([O-])O.[Na+]. Given the product [C:1]([O:5][C:6]([N:8]([CH2:21][CH:22]1[CH2:27][CH2:26][N:25]([C:28](=[O:34])[CH2:29][CH2:30][C:31]([NH:42][C:43]2[CH:44]=[CH:45][C:46]([C:47]([O:49][CH3:50])=[O:48])=[CH:51][CH:52]=2)=[O:32])[CH2:24][CH:23]1[C:35]1[CH:40]=[CH:39][CH:38]=[C:37]([F:41])[CH:36]=1)[C@@H:9]([C:11]1[C:20]2[C:15](=[CH:16][CH:17]=[CH:18][CH:19]=2)[CH:14]=[CH:13][CH:12]=1)[CH3:10])=[O:7])([CH3:2])([CH3:3])[CH3:4], predict the reactants needed to synthesize it. (3) Given the product [ClH:65].[OH:26][C@@H:25]1[C@@H:24]([OH:36])[C@@H:23]([CH2:37][OH:38])[NH:22][C@H:21]1[C:12]1[C:13]2[N:14]=[CH:15][NH:16][C:17](=[O:19])[C:18]=2[NH:10][CH:11]=1, predict the reactants needed to synthesize it. The reactants are: C(OC[N:10]1[C:18]2[C:17]([O:19]C)=[N:16][CH:15]=[N:14][C:13]=2[C:12]([C@H:21]2[C@H:25]([O:26]CC3C=CC(OC)=CC=3)[C@@H:24]([OH:36])[C@@H:23]([CH2:37][O:38]C(C3C=CC=CC=3)(C3C=CC=CC=3)C3C=CC=CC=3)[N:22]2C(OC(C)(C)C)=O)=[CH:11]1)C1C=CC=CC=1.[ClH:65]. (4) Given the product [C:1]([CH:6]1[C:7]2([CH2:8][CH2:9][N:10]([C:13]3[CH:18]=[CH:17][C:16]([N:19]4[CH2:23][C@H:22]([CH2:24][NH:25][C:26](=[O:28])[CH3:27])[O:21][C:20]4=[O:29])=[CH:15][C:14]=3[F:30])[CH2:11][CH2:12]2)[CH2:43]1)([O:3][O:39][CH3:38])=[O:2], predict the reactants needed to synthesize it. The reactants are: [C:1]([CH:6]=[C:7]1[CH2:12][CH2:11][N:10]([C:13]2[CH:18]=[CH:17][C:16]([N:19]3[CH2:23][C@H:22]([CH2:24][NH:25][C:26](=[O:28])[CH3:27])[O:21][C:20]3=[O:29])=[CH:15][C:14]=2[F:30])[CH2:9][CH2:8]1)([O:3]CC)=[O:2].ClC1C=CC=C([C:38](OO)=[O:39])C=1.Cl[CH2:43]Cl.